Task: Predict which catalyst facilitates the given reaction.. Dataset: Catalyst prediction with 721,799 reactions and 888 catalyst types from USPTO (1) Reactant: C[O:2][C:3]([CH:5]1[CH2:8][N:7]([C:9]2[CH:14]=[CH:13][C:12]([C:15]3[CH2:19][C:18]([C:24]4[CH:29]=[C:28]([Cl:30])[C:27]([Cl:31])=[C:26]([Cl:32])[CH:25]=4)([C:20]([F:23])([F:22])[F:21])[O:17][N:16]=3)=[CH:11][CH:10]=2)[CH2:6]1)=[O:4].[OH-].[Li+]. Product: [Cl:32][C:26]1[CH:25]=[C:24]([C:18]2([C:20]([F:21])([F:23])[F:22])[O:17][N:16]=[C:15]([C:12]3[CH:13]=[CH:14][C:9]([N:7]4[CH2:6][CH:5]([C:3]([OH:4])=[O:2])[CH2:8]4)=[CH:10][CH:11]=3)[CH2:19]2)[CH:29]=[C:28]([Cl:30])[C:27]=1[Cl:31]. The catalyst class is: 87. (2) Product: [C:1]([C:5]1[CH:23]=[C:8]2[N:9]=[C:10]([CH3:22])[C:11]([CH:14]([CH2:19][CH2:20][CH3:21])[C:15]([O:17][CH3:18])=[O:16])=[C:12]([C:28]3[CH:29]=[CH:30][C:25]([Cl:24])=[CH:26][C:27]=3[O:34][CH3:35])[N:7]2[N:6]=1)([CH3:4])([CH3:3])[CH3:2]. Reactant: [C:1]([C:5]1[CH:23]=[C:8]2[N:9]=[C:10]([CH3:22])[C:11]([CH:14]([CH2:19][CH2:20][CH3:21])[C:15]([O:17][CH3:18])=[O:16])=[C:12](Cl)[N:7]2[N:6]=1)([CH3:4])([CH3:3])[CH3:2].[Cl:24][C:25]1[CH:30]=[CH:29][C:28](B(O)O)=[C:27]([O:34][CH3:35])[CH:26]=1.C(N(C(C)C)CC)(C)C. The catalyst class is: 149. (3) Reactant: [O:1]1[C:5]2[CH:6]=[CH:7][CH:8]=[CH:9][C:4]=2[C:3](=[O:10])[C:2]1=[N:11][OH:12].[H-].[Na+].Br[CH2:16][CH2:17][OH:18].O. Product: [OH:18][CH2:17][CH2:16][O:12][N:11]=[C:2]1[C:3](=[O:10])[C:4]2[CH:9]=[CH:8][CH:7]=[CH:6][C:5]=2[O:1]1. The catalyst class is: 9.